Dataset: Forward reaction prediction with 1.9M reactions from USPTO patents (1976-2016). Task: Predict the product of the given reaction. (1) Given the reactants [C:1](OC(=O)C)(=[O:3])[CH3:2].[CH3:8][C@@:9]12[C@@H:25]([OH:26])[CH2:24][CH2:23][C@H:22]1[C@H:21]1[C@@H:12]([C:13]3[CH:14]=[CH:15][C:16]([OH:27])=[CH:17][C:18]=3[CH2:19][CH2:20]1)[CH2:11][CH2:10]2.[CH3:28][C:29](C)=[O:30].C(Cl)Cl, predict the reaction product. The product is: [CH3:2][C:1]([O:26][CH:25]1[C:9]2([CH3:8])[CH2:10][CH2:11][CH:12]3[C:13]4[CH:14]=[CH:15][C:16]([O:27][C:29]([CH3:28])=[O:30])=[CH:17][C:18]=4[CH2:19][CH2:20][CH:21]3[CH:22]2[CH2:23][CH2:24]1)=[O:3]. (2) Given the reactants [I:1][C:2]1[CH:3]=[N:4][NH:5][CH:6]=1.CN(C)C=O.CS(O[CH:17]1[CH2:20][CH:19]([O:21][CH2:22][C:23]2[CH:28]=[CH:27][CH:26]=[CH:25][CH:24]=2)[CH2:18]1)(=O)=O.C(=O)([O-])[O-].[Cs+].[Cs+], predict the reaction product. The product is: [CH2:22]([O:21][CH:19]1[CH2:18][CH:17]([N:4]2[CH:3]=[C:2]([I:1])[CH:6]=[N:5]2)[CH2:20]1)[C:23]1[CH:28]=[CH:27][CH:26]=[CH:25][CH:24]=1. (3) Given the reactants ClC1C=C2C(=CC=1)[C@@]1(COC3C=CC(C(O)=O)=CC=3N(C[C@@H]3CC[C@H]3[C@@H](O)/C=C/CCC)C1)CCC2.C[C@@H](CC=C)[C@H](S(N)(=O)=O)CC.C[C@@H](CC=C)[C@@H](S(N)(=O)=O)CC.[Cl:61][C:62]1[CH:63]=[C:64]2[C:69](=[CH:70][CH:71]=1)[C@@:68]1([CH2:77][O:76][C:75]3[CH:78]=[CH:79][C:80]([C:82]([OH:84])=[O:83])=[CH:81][C:74]=3[N:73]([CH2:85][C@@H:86]3[CH2:89][CH2:88][C@H:87]3[C@@H:90]([OH:103])/[CH:91]=[CH:92]/[CH2:93][C@H:94]([CH3:102])[C@H:95]([S:98](=[O:101])(=[O:100])[NH2:99])[CH2:96][CH3:97])[CH2:72]1)[CH2:67][CH2:66][CH2:65]2, predict the reaction product. The product is: [Cl:61][C:62]1[CH:63]=[C:64]2[C:69](=[CH:70][CH:71]=1)[C@@:68]1([CH2:77][O:76][C:75]3[CH:78]=[CH:79][C:80]([C:82]([OH:84])=[O:83])=[CH:81][C:74]=3[N:73]([CH2:85][C@@H:86]3[CH2:89][CH2:88][C@H:87]3[C@@H:90]([OH:103])/[CH:91]=[CH:92]/[CH2:93][C@H:94]([CH3:102])[C@@H:95]([S:98](=[O:100])(=[O:101])[NH2:99])[CH2:96][CH3:97])[CH2:72]1)[CH2:67][CH2:66][CH2:65]2. (4) Given the reactants CON(C)[C:4]([C:6]1[N:7]=[CH:8][N:9]([C:11]2[CH:12]=[C:13]([C:17]3[CH:22]=[CH:21][CH:20]=[CH:19][C:18]=3[O:23][C:24]([F:27])([F:26])[F:25])[CH:14]=[CH:15][CH:16]=2)[CH:10]=1)=[O:5].[CH3:29][N:30]1[CH:34]=[CH:33][N:32]=[CH:31]1, predict the reaction product. The product is: [CH3:29][N:30]1[CH:34]=[CH:33][N:32]=[C:31]1[C:4]([C:6]1[N:7]=[CH:8][N:9]([C:11]2[CH:12]=[C:13]([C:17]3[CH:22]=[CH:21][CH:20]=[CH:19][C:18]=3[O:23][C:24]([F:26])([F:25])[F:27])[CH:14]=[CH:15][CH:16]=2)[CH:10]=1)=[O:5]. (5) Given the reactants [F:1][C:2]1[CH:8]=[C:7]([CH3:9])[C:6]([SH:10])=[CH:5][C:3]=1[NH2:4].[C:11](=O)([O-])[O-].[K+].[K+].IC, predict the reaction product. The product is: [F:1][C:2]1[CH:8]=[C:7]([CH3:9])[C:6]([S:10][CH3:11])=[CH:5][C:3]=1[NH2:4]. (6) Given the reactants [CH3:1][C:2]1[N:6]=[C:5]([CH2:7][C:8]#[N:9])[O:4][N:3]=1.[CH3:10][N:11]([CH:13](OC)OC)[CH3:12], predict the reaction product. The product is: [CH3:12][N:11]([CH3:10])/[CH:13]=[C:7](\[C:5]1[O:4][N:3]=[C:2]([CH3:1])[N:6]=1)/[C:8]#[N:9]. (7) Given the reactants CI.[N+:3]([C:6]1[CH:16]=[CH:15][C:9]2[NH:10][C:11](=[O:14])[O:12][CH2:13][C:8]=2[CH:7]=1)([O-:5])=[O:4].[C:17](=O)([O-])[O-].[K+].[K+], predict the reaction product. The product is: [CH3:17][N:10]1[C:9]2[CH:15]=[CH:16][C:6]([N+:3]([O-:5])=[O:4])=[CH:7][C:8]=2[CH2:13][O:12][C:11]1=[O:14].